Dataset: Forward reaction prediction with 1.9M reactions from USPTO patents (1976-2016). Task: Predict the product of the given reaction. (1) Given the reactants CN(C)C(N(C)C)=N.[CH3:9][O:10][C:11](=[O:40])[CH:12](P(OC)(OC)=O)[NH:13][C:14](=[O:33])[C:15]1[CH:20]=[CH:19][C:18]([C:21]([NH:23][CH2:24][C:25]2[CH:30]=[CH:29][CH:28]=[C:27]([OH:31])[CH:26]=2)=[O:22])=[CH:17][C:16]=1[Br:32].[N:41]1[C:50]2[C:45](=[CH:46][CH:47]=[CH:48][CH:49]=2)[CH:44]=[C:43]([CH:51]=O)[CH:42]=1.P([O-])([O-])([O-])=O, predict the reaction product. The product is: [CH3:9][O:10][C:11](=[O:40])/[C:12](/[NH:13][C:14](=[O:33])[C:15]1[CH:20]=[CH:19][C:18]([C:21]([NH:23][CH2:24][C:25]2[CH:30]=[CH:29][CH:28]=[C:27]([OH:31])[CH:26]=2)=[O:22])=[CH:17][C:16]=1[Br:32])=[CH:51]/[C:43]1[CH:42]=[N:41][C:50]2[C:45]([CH:44]=1)=[CH:46][CH:47]=[CH:48][CH:49]=2. (2) Given the reactants [N+:1]([O-:4])(O)=[O:2].[CH2:5]([O:12][C:13]1[CH:18]=[C:17]([O:19][CH2:20][C:21]2[CH:26]=[CH:25][CH:24]=[CH:23][CH:22]=2)[CH:16]=[CH:15][C:14]=1[CH:27]([CH3:29])[CH3:28])[C:6]1[CH:11]=[CH:10][CH:9]=[CH:8][CH:7]=1.C([O-])(O)=O.[Na+], predict the reaction product. The product is: [CH2:5]([O:12][C:13]1[CH:18]=[C:17]([O:19][CH2:20][C:21]2[CH:26]=[CH:25][CH:24]=[CH:23][CH:22]=2)[C:16]([N+:1]([O-:4])=[O:2])=[CH:15][C:14]=1[CH:27]([CH3:29])[CH3:28])[C:6]1[CH:7]=[CH:8][CH:9]=[CH:10][CH:11]=1. (3) Given the reactants [O:1]=[C:2]1[N:6]([C:7]2[CH:17]=[CH:16][C:10]([C:11]([O:13]CC)=O)=[CH:9][CH:8]=2)[CH2:5][CH2:4][O:3]1.[OH-].[Na+].Cl.[CH3:21][C:22]1[CH:27]=[C:26]([CH3:28])[CH:25]=[C:24]([CH3:29])[C:23]=1[N:30]1[CH2:35][CH2:34][NH:33][CH2:32][CH2:31]1.O.[Cl-].COC1N=C(OC)N=C([N+]2(C)CCOCC2)N=1, predict the reaction product. The product is: [CH3:29][C:24]1[CH:25]=[C:26]([CH3:28])[CH:27]=[C:22]([CH3:21])[C:23]=1[N:30]1[CH2:31][CH2:32][N:33]([C:11]([C:10]2[CH:9]=[CH:8][C:7]([N:6]3[CH2:5][CH2:4][O:3][C:2]3=[O:1])=[CH:17][CH:16]=2)=[O:13])[CH2:34][CH2:35]1.